This data is from Forward reaction prediction with 1.9M reactions from USPTO patents (1976-2016). The task is: Predict the product of the given reaction. (1) Given the reactants CON(C)[C:4]([C:6]1[N:7]=[CH:8][N:9]([C:11]2[CH:16]=[CH:15][CH:14]=[C:13]([C:17]3[C:18]([F:23])=[N:19][CH:20]=[CH:21][CH:22]=3)[CH:12]=2)[CH:10]=1)=[O:5].[S:25]1[CH:29]=[CH:28][N:27]=[CH:26]1, predict the reaction product. The product is: [F:23][C:18]1[C:17]([C:13]2[CH:12]=[C:11]([N:9]3[CH:10]=[C:6]([C:4]([C:26]4[S:25][CH:29]=[CH:28][N:27]=4)=[O:5])[N:7]=[CH:8]3)[CH:16]=[CH:15][CH:14]=2)=[CH:22][CH:21]=[CH:20][N:19]=1. (2) Given the reactants [F:1][C:2]1[CH:7]=[CH:6][C:5]([C:8]2[C:12]([C:13]3[CH:18]=[CH:17][N:16]=[CH:15][CH:14]=3)=[CH:11][N:10]([C:19]3[CH:24]=[CH:23][C:22](=[O:25])[NH:21][N:20]=3)[N:9]=2)=[CH:4][CH:3]=1.[NH2:26]C1C=C(C2C(C3C=CC(F)=CC=3)=NN(C3C=CC(=O)NN=3)C=2)C=CN=1, predict the reaction product. The product is: [NH2:26][C:23]1[C:22](=[O:25])[NH:21][N:20]=[C:19]([N:10]2[CH:11]=[C:12]([C:13]3[CH:14]=[CH:15][N:16]=[CH:17][CH:18]=3)[C:8]([C:5]3[CH:6]=[CH:7][C:2]([F:1])=[CH:3][CH:4]=3)=[N:9]2)[CH:24]=1. (3) Given the reactants [Cl-].[Cl-].[CH3:3][C:4]1[C:5]([CH3:20])=[C:6]([CH3:19])[C:7]([Zr+2:10][C:11]2([CH2:16][CH2:17][CH3:18])[CH:15]=[CH:14][CH:13]=[CH:12]2)([CH3:9])[CH:8]=1.C([Sn]([F:34])(CCCC)CCCC)CCC.CCCCC, predict the reaction product. The product is: [F-:34].[F-:34].[CH3:3][C:4]1[C:5]([CH3:20])=[C:6]([CH3:19])[C:7]([Zr+2:10][C:11]2([CH2:16][CH2:17][CH3:18])[CH:12]=[CH:13][CH:14]=[CH:15]2)([CH3:9])[CH:8]=1. (4) Given the reactants [CH3:1][O:2][C:3]1[CH:12]=[C:11]([O:13][CH3:14])[CH:10]=[C:9]2[C:4]=1[C:5](=[O:36])[NH:6][C:7]([C:15]1[N:20]=[C:19]([C:21]3[CH:31]=[CH:30][C:24]([C:25]([N:27]([CH3:29])[CH3:28])=[O:26])=[CH:23][CH:22]=3)[C:18]([O:32][CH2:33][CH2:34]O)=[CH:17][CH:16]=1)=[N:8]2.P(Br)(Br)[Br:38], predict the reaction product. The product is: [Br:38][CH2:34][CH2:33][O:32][C:18]1[C:19]([C:21]2[CH:22]=[CH:23][C:24]([C:25]([N:27]([CH3:29])[CH3:28])=[O:26])=[CH:30][CH:31]=2)=[N:20][C:15]([C:7]2[NH:6][C:5](=[O:36])[C:4]3[C:9](=[CH:10][C:11]([O:13][CH3:14])=[CH:12][C:3]=3[O:2][CH3:1])[N:8]=2)=[CH:16][CH:17]=1. (5) Given the reactants [Cl:1][C:2]1[C:34]([CH3:35])=[CH:33][C:5]([O:6][CH2:7][CH2:8][CH2:9][C:10]2[C:18]3[C:13](=[C:14](B4OC(C)(C)C(C)(C)O4)[CH:15]=[CH:16][CH:17]=3)[NH:12][C:11]=2[C:28]([O:30][CH2:31][CH3:32])=[O:29])=[CH:4][C:3]=1[CH3:36].Br[C:38]1[C:39]([O:45][CH3:46])=[N:40][CH:41]=[CH:42][C:43]=1[CH3:44], predict the reaction product. The product is: [Cl:1][C:2]1[C:34]([CH3:35])=[CH:33][C:5]([O:6][CH2:7][CH2:8][CH2:9][C:10]2[C:18]3[C:13](=[C:14]([C:38]4[C:39]([O:45][CH3:46])=[N:40][CH:41]=[CH:42][C:43]=4[CH3:44])[CH:15]=[CH:16][CH:17]=3)[NH:12][C:11]=2[C:28]([O:30][CH2:31][CH3:32])=[O:29])=[CH:4][C:3]=1[CH3:36].